This data is from Reaction yield outcomes from USPTO patents with 853,638 reactions. The task is: Predict the reaction yield, written as a fraction of the theoretical maximum amount of product (1.0 means a 100% yield; for example, 0.34 means a 34% yield). The reactants are [C:1]([O:5][C:6]([N:8]1[CH2:12][CH2:11][C:10](=[O:13])[CH2:9]1)=[O:7])([CH3:4])([CH3:3])[CH3:2].[P:14]([O-:21])([O:18][CH2:19][CH3:20])[O:15][CH2:16][CH3:17]. No catalyst specified. The product is [C:1]([O:5][C:6]([N:8]1[CH2:12][CH2:11][C:10]([P:14](=[O:21])([O:18][CH2:19][CH3:20])[O:15][CH2:16][CH3:17])([OH:13])[CH2:9]1)=[O:7])([CH3:4])([CH3:2])[CH3:3]. The yield is 0.530.